From a dataset of TCR-epitope binding with 47,182 pairs between 192 epitopes and 23,139 TCRs. Binary Classification. Given a T-cell receptor sequence (or CDR3 region) and an epitope sequence, predict whether binding occurs between them. (1) The epitope is EIYKRWII. The TCR CDR3 sequence is CASSPGLAGGTYEQYF. Result: 0 (the TCR does not bind to the epitope). (2) The epitope is ARMILMTHF. The TCR CDR3 sequence is CASSQIQGGNQPQHF. Result: 0 (the TCR does not bind to the epitope). (3) The epitope is YLNTLTLAV. The TCR CDR3 sequence is CASSLGGTDNEQFF. Result: 0 (the TCR does not bind to the epitope). (4) The epitope is NLVPMVATV. The TCR CDR3 sequence is CASSLVGEPIQETQYF. Result: 1 (the TCR binds to the epitope). (5) The epitope is IQYIDIGNY. The TCR CDR3 sequence is CASSSGGNQPQHF. Result: 1 (the TCR binds to the epitope).